Dataset: Full USPTO retrosynthesis dataset with 1.9M reactions from patents (1976-2016). Task: Predict the reactants needed to synthesize the given product. The reactants are: [NH2:1][N:2]1[CH:6]=[CH:5][CH:4]=[C:3]1[C:7]([NH:9][C:10]1[CH:15]=[CH:14][CH:13]=[CH:12][CH:11]=1)=[O:8].[CH2:16]([O:23][CH2:24][CH2:25][C@H:26]([NH:30][C:31]([O:33][C:34]([CH3:37])([CH3:36])[CH3:35])=[O:32])[C:27](O)=[O:28])[C:17]1[CH:22]=[CH:21][CH:20]=[CH:19][CH:18]=1.C(N(CC)C(C)C)(C)C.C(P1(=O)OP(CCC)(=O)OP(CCC)(=O)O1)CC. Given the product [CH2:16]([O:23][CH2:24][CH2:25][C@H:26]([NH:30][C:31](=[O:32])[O:33][C:34]([CH3:36])([CH3:35])[CH3:37])[C:27](=[O:28])[NH:1][N:2]1[CH:6]=[CH:5][CH:4]=[C:3]1[C:7](=[O:8])[NH:9][C:10]1[CH:15]=[CH:14][CH:13]=[CH:12][CH:11]=1)[C:17]1[CH:18]=[CH:19][CH:20]=[CH:21][CH:22]=1, predict the reactants needed to synthesize it.